This data is from Full USPTO retrosynthesis dataset with 1.9M reactions from patents (1976-2016). The task is: Predict the reactants needed to synthesize the given product. (1) Given the product [Cl:26][C:22]1[CH:21]=[C:20]2[C:25]([C:17]([CH2:28][C:29]3[CH:34]=[CH:33][CH:32]=[C:31]([Cl:35])[CH:30]=3)([C:12]3[CH:13]=[CH:14][C:9]([N:8]([CH3:15])[CH3:7])=[CH:10][CH:11]=3)[C:18](=[O:27])[NH:19]2)=[CH:24][CH:23]=1, predict the reactants needed to synthesize it. The reactants are: C(=O)([O-])[O-].[Cs+].[Cs+].[CH3:7][N:8]([CH3:15])[C:9]1[CH:14]=[CH:13][CH:12]=[CH:11][CH:10]=1.Br[C:17]1([CH2:28][C:29]2[CH:34]=[CH:33][CH:32]=[C:31]([Cl:35])[CH:30]=2)[C:25]2[C:20](=[CH:21][C:22]([Cl:26])=[CH:23][CH:24]=2)[NH:19][C:18]1=[O:27]. (2) Given the product [Cl:34][C:14]1[N:13]=[C:12]([C@@H:2]([NH:1][C:56](=[O:57])[CH2:55][N:48]2[C:47]3[C:43]([F:42])([F:60])[C@@H:44]4[CH2:59][C@@H:45]4[C:46]=3[C:50]([C:51]([F:53])([F:52])[F:54])=[N:49]2)[CH2:3][C:4]2[CH:9]=[C:8]([F:10])[CH:7]=[C:6]([F:11])[CH:5]=2)[C:17]([C:18]2[CH:19]=[CH:20][C:21]([Cl:33])=[C:22]3[C:26]=2[N:25]([CH3:27])[N:24]=[C:23]3[NH:28][S:29]([CH3:32])(=[O:30])=[O:31])=[CH:16][CH:15]=1, predict the reactants needed to synthesize it. The reactants are: [NH2:1][C@H:2]([C:12]1[C:17]([C:18]2[CH:19]=[CH:20][C:21]([Cl:33])=[C:22]3[C:26]=2[N:25]([CH3:27])[N:24]=[C:23]3[NH:28][S:29]([CH3:32])(=[O:31])=[O:30])=[CH:16][CH:15]=[C:14]([Cl:34])[N:13]=1)[CH2:3][C:4]1[CH:9]=[C:8]([F:10])[CH:7]=[C:6]([F:11])[CH:5]=1.CCN(CC)CC.[F:42][C:43]1([F:60])[C:47]2[N:48]([CH2:55][C:56](O)=[O:57])[N:49]=[C:50]([C:51]([F:54])([F:53])[F:52])[C:46]=2[C@H:45]2[CH2:59][C@@H:44]12.CN(C(ON1N=NC2C=CC=NC1=2)=[N+](C)C)C.F[P-](F)(F)(F)(F)F. (3) The reactants are: [CH3:1][O:2][C:3](=[O:11])[C:4]1[CH:9]=[CH:8][CH:7]=[C:6]([SH:10])[CH:5]=1.I[CH:13]([CH3:15])[CH3:14].[H-].[Na+].Cl. Given the product [CH3:1][O:2][C:3](=[O:11])[C:4]1[CH:9]=[CH:8][CH:7]=[C:6]([S:10][CH:13]([CH3:15])[CH3:14])[CH:5]=1, predict the reactants needed to synthesize it. (4) Given the product [F:1][C:2]([F:7])([F:6])[C:3]([OH:5])=[O:4].[F:8][C:9]([F:14])([F:13])[C:10]([OH:12])=[O:11].[Cl:22][C:23]1[CH:24]=[N:25][C:26]2[NH:27][C:28]3[CH:29]=[N:30][CH:31]=[C:32]([CH:54]=3)[CH2:33][CH2:34][C:35]3[CH:43]=[C:39]([NH:40][C:41]=1[N:42]=2)[CH:38]=[CH:37][C:36]=3[NH:44][C:45](=[O:53])[CH2:46][CH:47]1[CH2:52][CH2:51][N:50]([S:61]([C:55]2[CH:60]=[CH:59][CH:58]=[CH:57][CH:56]=2)(=[O:63])=[O:62])[CH2:49][CH2:48]1, predict the reactants needed to synthesize it. The reactants are: [F:1][C:2]([F:7])([F:6])[C:3]([OH:5])=[O:4].[F:8][C:9]([F:14])([F:13])[C:10]([OH:12])=[O:11].FC(F)(F)C(O)=O.[Cl:22][C:23]1[CH:24]=[N:25][C:26]2[NH:27][C:28]3[CH:29]=[N:30][CH:31]=[C:32]([CH:54]=3)[CH2:33][CH2:34][C:35]3[CH:43]=[C:39]([NH:40][C:41]=1[N:42]=2)[CH:38]=[CH:37][C:36]=3[NH:44][C:45](=[O:53])[CH2:46][CH:47]1[CH2:52][CH2:51][NH:50][CH2:49][CH2:48]1.[C:55]1([S:61](Cl)(=[O:63])=[O:62])[CH:60]=[CH:59][CH:58]=[CH:57][CH:56]=1. (5) Given the product [C:21]1([CH:7]([C:1]2[CH:6]=[CH:5][CH:4]=[CH:3][CH:2]=2)[CH2:8][CH2:9][N:10]2[CH:15]=[CH:14][CH:13]=[C:12]([C:16]([OH:18])=[O:17])[C:11]2=[O:20])[CH:22]=[CH:23][CH:24]=[CH:25][CH:26]=1, predict the reactants needed to synthesize it. The reactants are: [C:1]1([CH:7]([C:21]2[CH:26]=[CH:25][CH:24]=[CH:23][CH:22]=2)[CH2:8][CH2:9][N:10]2[CH:15]=[CH:14][CH:13]=[C:12]([C:16]([O:18]C)=[O:17])[C:11]2=[O:20])[CH:6]=[CH:5][CH:4]=[CH:3][CH:2]=1.[OH-].[Na+]. (6) Given the product [ClH:17].[ClH:17].[CH3:14][CH:11]([CH2:12][CH3:13])[CH2:10][O:9][C:8]1[N:7]=[C:6]([NH2:15])[N:5]=[C:4]([NH2:16])[C:3]=1[NH2:1], predict the reactants needed to synthesize it. The reactants are: [N:1]([C:3]1[C:4]([NH2:16])=[N:5][C:6]([NH2:15])=[N:7][C:8]=1[O:9][CH2:10][CH:11]([CH3:14])[CH2:12][CH3:13])=O.[ClH:17]. (7) Given the product [N:39]1[CH:38]=[CH:37][C:36]([N:32]2[CH:33]=[CH:34][N:35]=[C:31]2[C:28]2[CH:29]=[CH:30][C:25]([OH:24])=[CH:26][CH:27]=2)=[CH:41][CH:40]=1, predict the reactants needed to synthesize it. The reactants are: CN1C(C2C=CC(O)=CC=2)=C(C2C=CN=CC=2)N=N1.ClCCl.C[O:24][C:25]1[CH:30]=[CH:29][C:28]([C:31]2[N:32]([C:36]3[CH:41]=[CH:40][N:39]=[CH:38][CH:37]=3)[CH:33]=[CH:34][N:35]=2)=[CH:27][CH:26]=1.B(Br)(Br)Br.